Dataset: Full USPTO retrosynthesis dataset with 1.9M reactions from patents (1976-2016). Task: Predict the reactants needed to synthesize the given product. (1) Given the product [I:14][C:6]1[C:7]2[C:8](=[N:9][CH:10]=[N:11][C:12]=2[NH2:13])[N:4]([CH2:3][CH2:2][NH:1][CH2:21][C:17]2[CH:16]=[N:15][CH:20]=[CH:19][CH:18]=2)[N:5]=1, predict the reactants needed to synthesize it. The reactants are: [NH2:1][CH2:2][CH2:3][N:4]1[C:8]2=[N:9][CH:10]=[N:11][C:12]([NH2:13])=[C:7]2[C:6]([I:14])=[N:5]1.[N:15]1[CH:20]=[CH:19][CH:18]=[C:17]([CH:21]=O)[CH:16]=1.C([BH3-])#N.[Na+]. (2) The reactants are: [F:1][CH:2]([F:14])[O:3][C:4]1[CH:11]=[CH:10][C:7]([CH:8]=[O:9])=[CH:6][C:5]=1[O:12][CH3:13].[BH4-].[Na+].[Cl-].[NH4+]. Given the product [F:1][CH:2]([F:14])[O:3][C:4]1[CH:11]=[CH:10][C:7]([CH2:8][OH:9])=[CH:6][C:5]=1[O:12][CH3:13], predict the reactants needed to synthesize it. (3) The reactants are: [C:1]([C:4]1[CH:5]=[C:6]([CH:8]=[C:9]([C:11](=[O:13])[CH3:12])[CH:10]=1)[NH2:7])(=[O:3])[CH3:2].Cl[C:15]1[N:23]=[CH:22][N:21]=[C:20]2[C:16]=1[NH:17][CH:18]=[N:19]2.Cl.[OH-].[K+]. Given the product [C:1]([C:4]1[CH:5]=[C:6]([NH:7][C:15]2[N:23]=[CH:22][N:21]=[C:20]3[C:16]=2[NH:17][CH:18]=[N:19]3)[CH:8]=[C:9]([C:11](=[O:13])[CH3:12])[CH:10]=1)(=[O:3])[CH3:2], predict the reactants needed to synthesize it. (4) Given the product [Cl:23][C:21]1[CH:20]=[CH:19][C:18]([O:24][CH2:25][CH:26]2[CH2:30][CH2:29][O:28][CH2:27]2)=[C:17]([C:12]2[N:11]([C:7]3[CH:6]=[C:5]([CH:10]=[CH:9][CH:8]=3)[C:4]([OH:31])=[O:3])[C:15]([CH3:16])=[CH:14][CH:13]=2)[CH:22]=1, predict the reactants needed to synthesize it. The reactants are: C([O:3][C:4](=[O:31])[C:5]1[CH:10]=[CH:9][CH:8]=[C:7]([N:11]2[C:15]([CH3:16])=[CH:14][CH:13]=[C:12]2[C:17]2[CH:22]=[C:21]([Cl:23])[CH:20]=[CH:19][C:18]=2[O:24][CH2:25][CH:26]2[CH2:30][CH2:29][O:28][CH2:27]2)[CH:6]=1)C.